This data is from Retrosynthesis with 50K atom-mapped reactions and 10 reaction types from USPTO. The task is: Predict the reactants needed to synthesize the given product. (1) Given the product COC(=O)Cc1cccc(C#N)c1, predict the reactants needed to synthesize it. The reactants are: COC(=O)Cc1cccc(Br)c1.[C-]#N. (2) Given the product CCn1c(-c2ccc(NC(C)=O)cc2)c(C#N)c2ccc(OC)cc21, predict the reactants needed to synthesize it. The reactants are: CC(=O)Cl.CCn1c(-c2ccc(N)cc2)c(C#N)c2ccc(OC)cc21.